Dataset: Catalyst prediction with 721,799 reactions and 888 catalyst types from USPTO. Task: Predict which catalyst facilitates the given reaction. (1) Reactant: [Cl:1][C:2]1[CH:3]=[N:4][C:5]([N:24]2[CH2:27][CH:26]([O:28][C:29]3[CH:34]=[CH:33][CH:32]=[C:31]([N:35]4[CH2:40][CH2:39][NH:38][CH2:37][CH2:36]4)[CH:30]=3)[CH2:25]2)=[C:6]([CH:23]=1)[C:7]([NH:9][C:10]1([C:13]2[CH:22]=[CH:21][C:16]([C:17]([O:19]C)=[O:18])=[CH:15][CH:14]=2)[CH2:12][CH2:11]1)=[O:8].[OH-].[Na+].Cl. Product: [Cl:1][C:2]1[CH:3]=[N:4][C:5]([N:24]2[CH2:27][CH:26]([O:28][C:29]3[CH:34]=[CH:33][CH:32]=[C:31]([N:35]4[CH2:40][CH2:39][NH:38][CH2:37][CH2:36]4)[CH:30]=3)[CH2:25]2)=[C:6]([CH:23]=1)[C:7]([NH:9][C:10]1([C:13]2[CH:22]=[CH:21][C:16]([C:17]([OH:19])=[O:18])=[CH:15][CH:14]=2)[CH2:12][CH2:11]1)=[O:8]. The catalyst class is: 38. (2) Reactant: [CH3:1][O:2][C:3]([O:8][CH3:9])([CH3:7])[C:4](=[O:6])[CH3:5].CO[CH:12](OC)[N:13]([CH3:15])[CH3:14].[Na].Cl.NC(N)=N. Product: [CH3:12][N:13]([CH3:15])[CH:14]=[CH:5][C:4](=[O:6])[C:3]([O:8][CH3:9])([O:2][CH3:1])[CH3:7]. The catalyst class is: 8. (3) Reactant: [OH:1][C:2]1[CH:7]=[C:6]([O:8][CH3:9])[N:5]=[C:4]([O:10][CH3:11])[N:3]=1.Br[CH2:13][CH:14]([F:16])[F:15].[F-].[Cs+].[I-].[K+]. Product: [F:15][CH:14]([F:16])[CH2:13][O:1][C:2]1[CH:7]=[C:6]([O:8][CH3:9])[N:5]=[C:4]([O:10][CH3:11])[N:3]=1. The catalyst class is: 35. (4) Reactant: [NH2:1][C:2]1[N:7]2[N:8]=[C:9]([CH3:11])[CH:10]=[C:6]2[N:5]=[CH:4][C:3]=1[C:12]([O:14][CH3:15])=[O:13].CCN(CC)CC.[C:23]1([CH2:29][C:30](Cl)=[O:31])[CH:28]=[CH:27][CH:26]=[CH:25][CH:24]=1. Product: [CH3:15][O:14][C:12]([C:3]1[CH:4]=[N:5][C:6]2[N:7]([N:8]=[C:9]([CH3:11])[CH:10]=2)[C:2]=1[NH:1][C:30](=[O:31])[CH2:29][C:23]1[CH:28]=[CH:27][CH:26]=[CH:25][CH:24]=1)=[O:13]. The catalyst class is: 2. (5) Reactant: C(Cl)(=O)C([Cl:4])=O.[CH2:7]([O:9][C:10]([C:12]1[CH:17]=[C:16]([C:18]#[N:19])[C:15](=O)[NH:14][C:13]=1[CH2:21][O:22][CH2:23][C:24]1[CH:29]=[CH:28][CH:27]=[CH:26][CH:25]=1)=[O:11])[CH3:8].CN(C=O)C. Product: [CH2:7]([O:9][C:10](=[O:11])[C:12]1[CH:17]=[C:16]([C:18]#[N:19])[C:15]([Cl:4])=[N:14][C:13]=1[CH2:21][O:22][CH2:23][C:24]1[CH:29]=[CH:28][CH:27]=[CH:26][CH:25]=1)[CH3:8]. The catalyst class is: 2. (6) Reactant: C([O:3][C:4]([C:6]1[C:11]([Cl:12])=[N:10][C:9]2=[N:13][N:14]([CH2:16][C:17]3[CH:22]=[CH:21][C:20]([O:23][CH3:24])=[CH:19][CH:18]=3)[CH:15]=[C:8]2[C:7]=1[NH2:25])=[O:5])C.CO.C1COCC1.CC(O)=O. Product: [NH2:25][C:7]1[C:8]2[C:9](=[N:13][N:14]([CH2:16][C:17]3[CH:22]=[CH:21][C:20]([O:23][CH3:24])=[CH:19][CH:18]=3)[CH:15]=2)[N:10]=[C:11]([Cl:12])[C:6]=1[C:4]([OH:5])=[O:3]. The catalyst class is: 74.